From a dataset of Catalyst prediction with 721,799 reactions and 888 catalyst types from USPTO. Predict which catalyst facilitates the given reaction. (1) Reactant: [F:1][C:2]1[CH:3]=[CH:4][C:5]([S:14]([CH3:17])(=[O:16])=[O:15])=[C:6]([N:8]2[CH2:13][CH2:12][NH:11][CH2:10][CH2:9]2)[CH:7]=1.[C:18]([O:22][C:23]([N:25]1[CH2:30][CH2:29][CH:28]([CH2:31][CH:32]=O)[CH2:27][CH2:26]1)=[O:24])([CH3:21])([CH3:20])[CH3:19].C(O[BH-](OC(=O)C)OC(=O)C)(=O)C.[Na+]. Product: [C:18]([O:22][C:23]([N:25]1[CH2:30][CH2:29][CH:28]([CH2:31][CH2:32][N:11]2[CH2:10][CH2:9][N:8]([C:6]3[CH:7]=[C:2]([F:1])[CH:3]=[CH:4][C:5]=3[S:14]([CH3:17])(=[O:15])=[O:16])[CH2:13][CH2:12]2)[CH2:27][CH2:26]1)=[O:24])([CH3:21])([CH3:20])[CH3:19]. The catalyst class is: 2. (2) The catalyst class is: 52. Reactant: [NH2:1][C:2]1[N:6]([CH2:7][C:8]2[CH:13]=[CH:12][C:11]([O:14][C:15]3[CH:20]=[CH:19][CH:18]=[CH:17][CH:16]=3)=[CH:10][CH:9]=2)[N:5]=[C:4]([CH3:21])[C:3]=1[C:22](O)([CH2:28][C:29]([O:31]CC)=O)[C:23]([O:25][CH2:26][CH3:27])=[O:24]. Product: [OH:31][C:29]1[CH:28]=[C:22]([C:23]([O:25][CH2:26][CH3:27])=[O:24])[C:3]2[C:4]([CH3:21])=[N:5][N:6]([CH2:7][C:8]3[CH:9]=[CH:10][C:11]([O:14][C:15]4[CH:20]=[CH:19][CH:18]=[CH:17][CH:16]=4)=[CH:12][CH:13]=3)[C:2]=2[N:1]=1.